From a dataset of Forward reaction prediction with 1.9M reactions from USPTO patents (1976-2016). Predict the product of the given reaction. (1) Given the reactants [Br:1][C:2]1[CH:7]=[CH:6][C:5]([NH:8][C:9]2[N:14]=[C:13]3[C:15]4[NH:22][N:21]=[C:20]([C:23]([O:25][CH2:26][CH3:27])=[O:24])[C:16]=4[CH2:17][CH2:18][CH2:19][C:12]3=[CH:11][N:10]=2)=[C:4]([O:28][CH3:29])[CH:3]=1.[C:30]([O-])([O-])=O.[Cs+].[Cs+].CI, predict the reaction product. The product is: [Br:1][C:2]1[CH:7]=[CH:6][C:5]([NH:8][C:9]2[N:14]=[C:13]3[C:15]4[C:16](=[C:20]([C:23]([O:25][CH2:26][CH3:27])=[O:24])[N:21]([CH3:30])[N:22]=4)[CH2:17][CH2:18][CH2:19][C:12]3=[CH:11][N:10]=2)=[C:4]([O:28][CH3:29])[CH:3]=1. (2) Given the reactants [C:1]([C:4]1[C:5](=[O:12])[NH:6][C:7]([CH3:11])=[CH:8][C:9]=1[OH:10])(=[O:3])[CH3:2].[Cl:13][C:14]1[CH:15]=[C:16]([CH:19]=[CH:20][C:21]=1[O:22][C:23]([F:26])([F:25])[F:24])[CH:17]=O.N1CCCCC1, predict the reaction product. The product is: [OH:10][C:9]1[CH:8]=[C:7]([CH3:11])[NH:6][C:5](=[O:12])[C:4]=1[C:1](=[O:3])[CH:2]=[CH:17][C:16]1[CH:19]=[CH:20][C:21]([O:22][C:23]([F:24])([F:25])[F:26])=[C:14]([Cl:13])[CH:15]=1.